This data is from NCI-60 drug combinations with 297,098 pairs across 59 cell lines. The task is: Regression. Given two drug SMILES strings and cell line genomic features, predict the synergy score measuring deviation from expected non-interaction effect. (1) Drug 1: C1=NC2=C(N=C(N=C2N1C3C(C(C(O3)CO)O)O)F)N. Drug 2: CC1C(C(CC(O1)OC2CC(CC3=C2C(=C4C(=C3O)C(=O)C5=C(C4=O)C(=CC=C5)OC)O)(C(=O)CO)O)N)O.Cl. Cell line: SN12C. Synergy scores: CSS=23.6, Synergy_ZIP=-10.1, Synergy_Bliss=-1.47, Synergy_Loewe=-27.3, Synergy_HSA=-0.707. (2) Drug 1: CN1C2=C(C=C(C=C2)N(CCCl)CCCl)N=C1CCCC(=O)O.Cl. Drug 2: CN(CC1=CN=C2C(=N1)C(=NC(=N2)N)N)C3=CC=C(C=C3)C(=O)NC(CCC(=O)O)C(=O)O. Cell line: K-562. Synergy scores: CSS=53.0, Synergy_ZIP=3.93, Synergy_Bliss=0.597, Synergy_Loewe=-30.6, Synergy_HSA=-1.49. (3) Drug 1: CC(C)CN1C=NC2=C1C3=CC=CC=C3N=C2N. Drug 2: C(CCl)NC(=O)N(CCCl)N=O. Cell line: RPMI-8226. Synergy scores: CSS=14.8, Synergy_ZIP=-5.98, Synergy_Bliss=-6.23, Synergy_Loewe=0.644, Synergy_HSA=-0.738. (4) Drug 1: C1CCN(CC1)CCOC2=CC=C(C=C2)C(=O)C3=C(SC4=C3C=CC(=C4)O)C5=CC=C(C=C5)O. Drug 2: COC1=CC(=CC(=C1O)OC)C2C3C(COC3=O)C(C4=CC5=C(C=C24)OCO5)OC6C(C(C7C(O6)COC(O7)C8=CC=CS8)O)O. Cell line: RPMI-8226. Synergy scores: CSS=48.6, Synergy_ZIP=3.80, Synergy_Bliss=5.98, Synergy_Loewe=-16.8, Synergy_HSA=3.90. (5) Synergy scores: CSS=4.78, Synergy_ZIP=-0.554, Synergy_Bliss=-5.64, Synergy_Loewe=-2.37, Synergy_HSA=-2.85. Drug 1: CC1=C(C=C(C=C1)NC(=O)C2=CC=C(C=C2)CN3CCN(CC3)C)NC4=NC=CC(=N4)C5=CN=CC=C5. Drug 2: CCCCCOC(=O)NC1=NC(=O)N(C=C1F)C2C(C(C(O2)C)O)O. Cell line: HOP-62. (6) Cell line: COLO 205. Synergy scores: CSS=7.40, Synergy_ZIP=0.760, Synergy_Bliss=1.33, Synergy_Loewe=3.73, Synergy_HSA=0.777. Drug 2: C1C(C(OC1N2C=NC3=C2NC=NCC3O)CO)O. Drug 1: CC1=C(C=C(C=C1)NC(=O)C2=CC=C(C=C2)CN3CCN(CC3)C)NC4=NC=CC(=N4)C5=CN=CC=C5. (7) Drug 1: CC1=CC2C(CCC3(C2CCC3(C(=O)C)OC(=O)C)C)C4(C1=CC(=O)CC4)C. Drug 2: C1=CC=C(C(=C1)C(C2=CC=C(C=C2)Cl)C(Cl)Cl)Cl. Cell line: SW-620. Synergy scores: CSS=15.9, Synergy_ZIP=2.08, Synergy_Bliss=8.46, Synergy_Loewe=6.03, Synergy_HSA=5.76. (8) Drug 1: CC1=CC=C(C=C1)C2=CC(=NN2C3=CC=C(C=C3)S(=O)(=O)N)C(F)(F)F. Drug 2: C1C(C(OC1N2C=NC(=NC2=O)N)CO)O. Cell line: DU-145. Synergy scores: CSS=-3.57, Synergy_ZIP=1.42, Synergy_Bliss=0.898, Synergy_Loewe=-59.2, Synergy_HSA=-5.28.